Dataset: Experimentally validated miRNA-target interactions with 360,000+ pairs, plus equal number of negative samples. Task: Binary Classification. Given a miRNA mature sequence and a target amino acid sequence, predict their likelihood of interaction. (1) The miRNA is hsa-miR-5692c with sequence AAUAAUAUCACAGUAGGUGUAC. The protein sequence of the target gene is MQQVLENLTELPSSTGAEEIDLIFLKGIMENPIVKSLAKAHERLEDSKLEAVSDNNLELVNEILEDITPLINVDENVAELVGILKEPHFQSLLEAHDIVASKCYDSPPSSPEMNNSSINNQLLPVDAIRILGIHKRAGEPLGVTFRVENNDLVIARILHGGMIDRQGLLHVGDIIKEVNGHEVGNNPKELQELLKNISGSVTLKILPSYRDTITPQQVFVKCHFDYNPYNDNLIPCKEAGLKFSKGEILQIVNREDPNWWQASHVKEGGSAGLIPSQFLEEKRKAFVRRDWDNSGPFCGT.... Result: 1 (interaction). (2) The miRNA is hsa-miR-184 with sequence UGGACGGAGAACUGAUAAGGGU. The protein sequence of the target gene is MLTKFETKSARVKGLSFHPKRPWILTSLHNGVIQLWDYRMCTLIDKFDEHDGPVRGIDFHKQQPLFVSGGDDYKIKVWNYKLRRCLFTLLGHLDYIRTTFFHHEYPWILSASDDQTIRVWNWQSRTCVCVLTGHNHYVMCAQFHPTEDLVVSASLDQTVRVWDISGLRKKNLSPGAVESDVRGITGVDLFGTTDAVVKHVLEGHDRGVNWAAFHPTMPLIVSGADDRQVKIWRMNESKAWEVDTCRGHYNNVSCAVFHPRQELILSNSEDKSIRVWDMSKRTGVQTFRRDHDRFWVLAAH.... Result: 0 (no interaction). (3) The miRNA is hsa-miR-132-5p with sequence ACCGUGGCUUUCGAUUGUUACU. The protein sequence of the target gene is MAAGLATWLPFARAAAVGWLPLAQQPLPPAPGVKASRGDEVLVVNVSGRRFETWKNTLDRYPDTLLGSSEKEFFYDADSGEYFFDRDPDMFRHVLNFYRTGRLHCPRQECIQAFDEELAFYGLVPELVGDCCLEEYRDRKKENAERLAEDEEAEQAGDGPALPAGSSLRQRLWRAFENPHTSTAALVFYYVTGFFIAVSVIANVVETIPCRGSARRSSREQPCGERFPQAFFCMDTACVLIFTGEYLLRLFAAPSRCRFLRSVMSLIDVVAILPYYIGLLVPKNDDVSGAFVTLRVFRVF.... Result: 0 (no interaction). (4) The miRNA is cel-miR-1828 with sequence ACUGGAAGCAUUUAAGUGAUAGU. The protein sequence of the target gene is MELPDPVRQRLGNFSRAVFSDSNRTGPESNEGPENEMVSSLALQMSLYFNTYYFPLWWVSSIMMLHMKYSILPDYYKFIVITVIILITLIEAIRLYLGYVGNLQEKVPELAGFWLLSLLLQLPLILFLLFNEGLTNLPLEKAIHIIFTLFLAFQVVAAFLTLRKMVNQLAVRFHLQDFDRLSANRGDMRRMRSCIEEI. Result: 0 (no interaction). (5) The miRNA is hsa-miR-877-3p with sequence UCCUCUUCUCCCUCCUCCCAG. The protein sequence of the target gene is MFQVPDSEGGRAGSRAMKPPGGESSNLFGSPEEATPSSRPNRMASNIFGPTEEPQNIPKRTNPPGGKGSGIFDESTPVQTRQHLNPPGGKTSDIFGSPVTATSRLAHPNKPKDHVFLCEGEEPKSDLKAARSIPAGAEPGEKGSARKAGPAKEQEPMPTVDSHEPRLGPRPRSHNKVLNPPGGKSSISFY. Result: 1 (interaction). (6) The miRNA is hsa-miR-188-3p with sequence CUCCCACAUGCAGGGUUUGCA. The protein sequence of the target gene is MATVGAPRHFCRCACFCTDNLYVARYGLHVRFRGEQQLRRDYGPILRSRGCVSAKDFQQLLAELEQEVERRQRLGQESAARKALIASSYHPARPEVYDSLQDAALAPEFLAVTEYSVSPDADLKGLLQRLETVSEEKRIYRVPVFTAPFCQALLEELEHFEQSDMPKGRPNTMNNYGVLLHELGLDEPLMTPLRERFLQPLMALLYPDCGGGRLDSHRAFVVKYAPGQDLELGCHYDNAELTLNVALGKVFTGGALYFGGLFQAPTALTEPLEVEHVVGQGVLHRGGQLHGARPLGTGER.... Result: 0 (no interaction). (7) The miRNA is hsa-miR-5006-3p with sequence UUUCCCUUUCCAUCCUGGCAG. The protein sequence of the target gene is MSSAVLVTLLPDPSSSFREDAPRPPVPGEEGETPPCQPSVGKVQSTKPMPVSSNARRNEDGLGEPEGRASPDSPLTRWTKSLHSLLGDQDGAYLFRTFLEREKCVDTLDFWFACNGFRQMNLKDTKTLRVAKAIYKRYIENNSVVSKQLKPATKTYIRDGIKKQQIGSVMFDQAQTEIQAVMEENAYQVFLTSDIYLEYVRSGGENTAYMSNGGLGSLKVLCGYLPTLNEEEEWTCADLKCKLSPTVVGLSSKTLRATASVRSTETAENGFRSFKRSDPVNPYHVGSGYVFAPATSANDS.... Result: 0 (no interaction). (8) The miRNA is hsa-miR-4789-5p with sequence GUAUACACCUGAUAUGUGUAUG. The protein sequence of the target gene is MTGVFDSLVADMHSTQIAASSTYHQHQQPPSGGGAGPGGNSSSSSSLHKPQESPTLPVSTATDSSYYTNQQHPAGGGGGGGSPYAHMGSYQYQASGLNNVPYSAKSSYDLGYTAAYTSYAPYGTSSSPANNEPEKEDLEPEIRIVNGKPKKVRKPRTIYSSFQLAALQRRFQKTQYLALPERAELAASLGLTQTQVKIWFQNRRSKFKKMWKSGEIPSEQHPGASASPPCASPPVSAPASWDFGVPQRMAGGGGPGSGGSGAGSSGSSPSSAASAFLGNYPWYHQTSGSASHLQATAPLL.... Result: 1 (interaction). (9) The miRNA is hsa-miR-4674 with sequence CUGGGCUCGGGACGCGCGGCU. The protein sequence of the target gene is MWAPPAAIMGDGPTKKVGNQAPLQTQALQTASLRDGPAKRAVWVRHTSSEPQEPTESKAAKERPKQEVTKAVVVDLGTGYCKCGFAGLPRPTHKISTTVGKPYMETAKTGDNRKETFVGQELNNTNVHLKLVNPLRHGIIVDWDTVQDIWEYLFRQEMKIAPEEHAVLVSDPPLSPHTNREKYAEMLFEAFNTPAMHIAYQSRLSMYSYGRTSGLVVEVGHGVSYVVPIYEGYPLPSITGRLDYAGSDLTAYLLGLLNSAGNEFTQDQMGIVEDIKKKCCFVALDPIEEKKVPLSEHTIR.... Result: 0 (no interaction).